This data is from CYP2C19 inhibition data for predicting drug metabolism from PubChem BioAssay. The task is: Regression/Classification. Given a drug SMILES string, predict its absorption, distribution, metabolism, or excretion properties. Task type varies by dataset: regression for continuous measurements (e.g., permeability, clearance, half-life) or binary classification for categorical outcomes (e.g., BBB penetration, CYP inhibition). Dataset: cyp2c19_veith. (1) The compound is Oc1ccc2c3c1O[C@@H]1[C@@H](O)CC[C@]4(O)[C@H](C2)N(CC2CCC2)CC[C@@]314. The result is 0 (non-inhibitor). (2) The compound is CCn1cc(C(=O)O)c(=O)c2cnc(N3CCNCC3)nc21. The result is 0 (non-inhibitor). (3) The compound is O=C(c1cnccn1)N1CCC2(CCN(Cc3ccccc3)CC2)CC1. The result is 0 (non-inhibitor). (4) The compound is CCNc1ccc(Br)cc(C(=O)/C=C/c2ccc3c(c2)OCO3)c1=O. The result is 1 (inhibitor). (5) The compound is O=c1c2cc(Br)ccc2nc(-c2cccc(C(F)(F)F)c2)n1O. The result is 1 (inhibitor). (6) The drug is CC(C)c1ccc(C(O)(C(=O)O)c2ccc(C(C)C)cc2)cc1. The result is 0 (non-inhibitor). (7) The result is 1 (inhibitor). The compound is COc1ccc2c(=O)c(-c3ccccc3)c(C)oc2c1.